This data is from Full USPTO retrosynthesis dataset with 1.9M reactions from patents (1976-2016). The task is: Predict the reactants needed to synthesize the given product. (1) Given the product [CH2:1]1[C:6]2([CH2:11][CH2:10][CH2:9][CH2:8][CH2:7]2)[CH2:5][CH2:4][N:3]([C:20]([NH2:23])=[NH:19])[CH2:2]1, predict the reactants needed to synthesize it. The reactants are: [CH2:1]1[C:6]2([CH2:11][CH2:10][CH2:9][CH2:8][CH2:7]2)[CH2:5][CH2:4][NH:3][CH2:2]1.C(OC([NH:19][C:20](=[N:23]C(OC(C)(C)C)=O)SC)=O)(C)(C)C.O. (2) Given the product [NH2:36][C:37]1[N:45]=[C:44]([O:46][CH2:47][CH2:48][CH2:49][CH3:50])[N:43]=[C:42]2[C:38]=1[NH:39][C:40](=[O:62])[N:41]2[CH2:51][CH2:52][CH2:53][N:54]([CH2:55][C:56]1[CH:57]=[CH:58][CH:59]=[CH:60][CH:61]=1)[C:75](=[O:76])[CH2:74][CH2:73][C:72]([O:71][CH3:70])=[O:78], predict the reactants needed to synthesize it. The reactants are: C1CN([P+](ON2N=NC3C=CC=CC2=3)(N2CCCC2)N2CCCC2)CC1.F[P-](F)(F)(F)(F)F.Cl.Cl.[NH2:36][C:37]1[N:45]=[C:44]([O:46][CH2:47][CH2:48][CH2:49][CH3:50])[N:43]=[C:42]2[C:38]=1[NH:39][C:40](=[O:62])[N:41]2[CH2:51][CH2:52][CH2:53][NH:54][CH2:55][C:56]1[CH:61]=[CH:60][CH:59]=[CH:58][CH:57]=1.CCN(CC)CC.[CH3:70][O:71][C:72](=[O:78])[CH2:73][CH2:74][C:75](O)=[O:76]. (3) Given the product [CH3:9][C:3]1[C:2]2[NH:1][C:19](=[O:20])[O:8][C:7]=2[CH:6]=[CH:5][CH:4]=1, predict the reactants needed to synthesize it. The reactants are: [NH2:1][C:2]1[C:7]([OH:8])=[CH:6][CH:5]=[CH:4][C:3]=1[CH3:9].CCN(C(C)C)C(C)C.[C:19](N1C=CN=C1)(N1C=CN=C1)=[O:20]. (4) Given the product [NH2:1][C:2]1[C:11]2[N:12]=[C:13]([CH2:26][OH:27])[N:14]([CH2:15][C:16]([NH:19][C:20]([NH:22][CH:23]([CH3:24])[CH3:25])=[O:21])([CH3:18])[CH3:17])[C:10]=2[C:9]2[CH:8]=[CH:7][CH:6]=[CH:5][C:4]=2[N:3]=1, predict the reactants needed to synthesize it. The reactants are: [NH2:1][C:2]1[C:11]2[N:12]=[C:13]([CH2:26][O:27]CC)[N:14]([CH2:15][C:16]([NH:19][C:20]([NH:22][CH:23]([CH3:25])[CH3:24])=[O:21])([CH3:18])[CH3:17])[C:10]=2[C:9]2[CH:8]=[CH:7][CH:6]=[CH:5][C:4]=2[N:3]=1.B(Br)(Br)Br.[OH-].[Na+]. (5) Given the product [CH2:16]([O:23][C:24]1[CH:25]=[CH:26][C:27]([CH:30]2[CH2:32][CH:31]2[NH:33][CH2:2][C:3]2[O:7][C:6]([NH:8][C:9](=[O:15])[O:10][C:11]([CH3:14])([CH3:13])[CH3:12])=[N:5][N:4]=2)=[CH:28][CH:29]=1)[C:17]1[CH:18]=[CH:19][CH:20]=[CH:21][CH:22]=1, predict the reactants needed to synthesize it. The reactants are: Cl[CH2:2][C:3]1[O:7][C:6]([NH:8][C:9](=[O:15])[O:10][C:11]([CH3:14])([CH3:13])[CH3:12])=[N:5][N:4]=1.[CH2:16]([O:23][C:24]1[CH:29]=[CH:28][C:27]([CH:30]2[CH2:32][CH:31]2[NH2:33])=[CH:26][CH:25]=1)[C:17]1[CH:22]=[CH:21][CH:20]=[CH:19][CH:18]=1.C([O-])([O-])=O.[K+].[K+]. (6) Given the product [C:38]([C:37]1[CH:40]=[C:33]([C:31]2[S:32][C:28]([C:9]3[CH:18]=[CH:17][CH:16]=[C:15]4[C:10]=3[CH2:11][CH2:12][N:13]([C:19]([O:21][C:22]([CH3:23])([CH3:24])[CH3:25])=[O:20])[CH2:14]4)=[N:29][N:30]=2)[CH:34]=[CH:35][C:36]=1[O:41][CH:42]([CH3:44])[CH3:43])#[N:39], predict the reactants needed to synthesize it. The reactants are: CC1(C)C(C)(C)OB([C:9]2[CH:18]=[CH:17][CH:16]=[C:15]3[C:10]=2[CH2:11][CH2:12][N:13]([C:19]([O:21][C:22]([CH3:25])([CH3:24])[CH3:23])=[O:20])[CH2:14]3)O1.Br[C:28]1[S:32][C:31]([C:33]2[CH:34]=[CH:35][C:36]([O:41][CH:42]([CH3:44])[CH3:43])=[C:37]([CH:40]=2)[C:38]#[N:39])=[N:30][N:29]=1.C(=O)([O-])[O-].[Na+].[Na+]. (7) Given the product [OH:20][CH2:19][CH2:18][N:17]([CH3:16])[S:10]([C:6]1[C:7]([CH3:9])=[CH:8][C:3]([O:2][CH3:1])=[C:4]([CH3:15])[C:5]=1[CH3:14])(=[O:12])=[O:11], predict the reactants needed to synthesize it. The reactants are: [CH3:1][O:2][C:3]1[CH:8]=[C:7]([CH3:9])[C:6]([S:10](Cl)(=[O:12])=[O:11])=[C:5]([CH3:14])[C:4]=1[CH3:15].[CH3:16][NH:17][CH2:18][CH2:19][OH:20].CCN(CC)CC.